Dataset: Full USPTO retrosynthesis dataset with 1.9M reactions from patents (1976-2016). Task: Predict the reactants needed to synthesize the given product. (1) Given the product [CH2:22]([S:25][CH2:23][C:2](=[CH2:1])[C:3]([OH:5])=[O:4])[CH3:17], predict the reactants needed to synthesize it. The reactants are: [C:1](O)(=O)[CH2:2][C:3]([OH:5])=[O:4].C=O.C1(N[CH:17]2[CH2:22]CCCC2)CCCCC1.[CH2:23]([SH:25])C. (2) Given the product [CH2:19]([O:26][CH2:27][C@H:28]([CH3:33])[CH2:29][C:30]1[N:31]=[C:5]([C:4]2[CH:7]=[CH:8][C:9]([Cl:10])=[C:2]([Cl:1])[CH:3]=2)[C:13]([C:11]#[N:12])=[C:14]([OH:15])[N:32]=1)[C:20]1[CH:25]=[CH:24][CH:23]=[CH:22][CH:21]=1, predict the reactants needed to synthesize it. The reactants are: [Cl:1][C:2]1[CH:3]=[C:4]([CH:7]=[CH:8][C:9]=1[Cl:10])[CH:5]=O.[C:11]([CH2:13][C:14](OCC)=[O:15])#[N:12].[CH2:19]([O:26][CH2:27][C@H:28]([CH3:33])[CH2:29][C:30](=[NH:32])[NH2:31])[C:20]1[CH:25]=[CH:24][CH:23]=[CH:22][CH:21]=1.C([O-])([O-])=O.[K+].[K+]. (3) The reactants are: [N:1]1[C:10]2[C:5](=[CH:6][CH:7]=[CH:8][C:9]=2[OH:11])[CH:4]=[CH:3][C:2]=1[OH:12].[CH:13]1[CH:18]=[CH:17][C:16]([CH2:19]Br)=[CH:15][CH:14]=1.C1CCN2C(=NCCC2)CC1. Given the product [CH2:19]([O:11][C:9]1[CH:8]=[CH:7][CH:6]=[C:5]2[C:10]=1[N:1]=[C:2]([OH:12])[CH:3]=[CH:4]2)[C:16]1[CH:17]=[CH:18][CH:13]=[CH:14][CH:15]=1, predict the reactants needed to synthesize it. (4) Given the product [OH:34][C@:30]([C:27]1[N:26]=[C:25]([CH3:24])[O:29][N:28]=1)([CH3:31])[C:32]#[C:33][C:2]1[CH:3]=[CH:4][C:5]2[O:11][CH2:10][CH2:9][N:8]3[C:12]([C:18]([NH:20][CH3:21])=[O:19])=[C:13]([C:15]([NH2:17])=[O:16])[N:14]=[C:7]3[C:6]=2[CH:22]=1, predict the reactants needed to synthesize it. The reactants are: Br[C:2]1[C:3](F)=[CH:4][C:5]2[O:11][CH2:10][CH2:9][N:8]3[C:12]([C:18]([NH:20][CH3:21])=[O:19])=[C:13]([C:15]([NH2:17])=[O:16])[N:14]=[C:7]3[C:6]=2[CH:22]=1.[CH3:24][C:25]1[O:29][N:28]=[C:27]([C@:30]([OH:34])([C:32]#[CH:33])[CH3:31])[N:26]=1. (5) Given the product [Cl:20][C:21]1[N:22]=[C:23]([N:26]2[CH2:27][CH2:28][O:29][CH2:30][CH2:31]2)[S:24][C:25]=1[C:2]1[N:6]2[N:7]=[C:8]([CH3:18])[CH:9]=[C:10]([CH:11]([CH2:15][CH2:16][CH3:17])[CH2:12][CH2:13][CH3:14])[C:5]2=[N:4][C:3]=1[CH3:19], predict the reactants needed to synthesize it. The reactants are: I[C:2]1[N:6]2[N:7]=[C:8]([CH3:18])[CH:9]=[C:10]([CH:11]([CH2:15][CH2:16][CH3:17])[CH2:12][CH2:13][CH3:14])[C:5]2=[N:4][C:3]=1[CH3:19].[Cl:20][C:21]1[N:22]=[C:23]([N:26]2[CH2:31][CH2:30][O:29][CH2:28][CH2:27]2)[S:24][CH:25]=1.C([O-])([O-])=O.[Cs+].[Cs+].C1C=CC(P(C2C=CC=CC=2)C2C=CC=CC=2)=CC=1.